Predict the reactants needed to synthesize the given product. From a dataset of Full USPTO retrosynthesis dataset with 1.9M reactions from patents (1976-2016). Given the product [Cl:30][C:17]1[C:18]([C:20]2[N:21]([CH:26]([CH3:27])[CH3:28])[C:22]([CH3:25])=[N:23][CH:24]=2)=[N:19][C:14]([NH:13][C:10]2[CH:11]=[CH:12][C:7]([C:6]([NH:5][CH2:4][CH2:3][NH:2][CH3:1])=[O:29])=[CH:8][CH:9]=2)=[N:15][CH:16]=1, predict the reactants needed to synthesize it. The reactants are: [CH3:1][NH:2][CH2:3][CH2:4][NH:5][C:6](=[O:29])[C:7]1[CH:12]=[CH:11][C:10]([NH:13][C:14]2[N:19]=[C:18]([C:20]3[N:21]([CH:26]([CH3:28])[CH3:27])[C:22]([CH3:25])=[N:23][CH:24]=3)[CH:17]=[CH:16][N:15]=2)=[CH:9][CH:8]=1.[Cl:30]C1C(C2N(C(C)C)C(C)=NC=2)=NC(N)=NC=1.